From a dataset of NCI-60 drug combinations with 297,098 pairs across 59 cell lines. Regression. Given two drug SMILES strings and cell line genomic features, predict the synergy score measuring deviation from expected non-interaction effect. Drug 1: CCCCCOC(=O)NC1=NC(=O)N(C=C1F)C2C(C(C(O2)C)O)O. Drug 2: CN(CCCl)CCCl.Cl. Cell line: DU-145. Synergy scores: CSS=23.5, Synergy_ZIP=-0.495, Synergy_Bliss=-0.764, Synergy_Loewe=-10.7, Synergy_HSA=-2.22.